Task: Predict which catalyst facilitates the given reaction.. Dataset: Catalyst prediction with 721,799 reactions and 888 catalyst types from USPTO (1) Reactant: [C:1]1([CH2:7][C:8]([OH:10])=O)[CH:6]=[CH:5][CH:4]=[CH:3][CH:2]=1.C(N1C=CN=C1)(N1C=CN=C1)=O.[C:23]1([C:29](=[N:31]O)[NH2:30])[CH:28]=[CH:27][CH:26]=[CH:25][CH:24]=1.O. The catalyst class is: 3. Product: [CH2:7]([C:8]1[O:10][N:31]=[C:29]([C:23]2[CH:28]=[CH:27][CH:26]=[CH:25][CH:24]=2)[N:30]=1)[C:1]1[CH:2]=[CH:3][CH:4]=[CH:5][CH:6]=1. (2) Reactant: C(=O)([O-])[O-].[Cs+].[Cs+].[CH2:7](I)[CH3:8].[F:10][C:11]([F:21])([F:20])[C:12]1[N:17]=[CH:16][C:15]([NH2:18])=[C:14]([NH2:19])[CH:13]=1. Product: [CH2:7]([NH:18][C:15]1[CH:16]=[N:17][C:12]([C:11]([F:10])([F:20])[F:21])=[CH:13][C:14]=1[NH2:19])[CH3:8]. The catalyst class is: 173.